Predict the reactants needed to synthesize the given product. From a dataset of Full USPTO retrosynthesis dataset with 1.9M reactions from patents (1976-2016). Given the product [CH:36]1([NH:39][C:26](=[O:28])[C:25]2[CH:30]=[CH:31][C:32]([CH3:33])=[C:23]([N:19]3[CH:20]=[CH:21][N:22]=[C:17]([NH:16][C@@H:9]([C:10]4[CH:11]=[CH:12][CH:13]=[CH:14][CH:15]=4)[C@@H:8]([CH3:35])[CH2:7][OH:6])[C:18]3=[O:34])[CH:24]=2)[CH2:38][CH2:37]1, predict the reactants needed to synthesize it. The reactants are: C([Mg]Cl)(C)C.[OH:6][CH2:7][C@H:8]([CH3:35])[C@@H:9]([NH:16][C:17]1[C:18](=[O:34])[N:19]([C:23]2[CH:24]=[C:25]([CH:30]=[CH:31][C:32]=2[CH3:33])[C:26]([O:28]C)=O)[CH:20]=[CH:21][N:22]=1)[C:10]1[CH:15]=[CH:14][CH:13]=[CH:12][CH:11]=1.[CH:36]1([NH2:39])[CH2:38][CH2:37]1.